Predict the reactants needed to synthesize the given product. From a dataset of Full USPTO retrosynthesis dataset with 1.9M reactions from patents (1976-2016). Given the product [Cl:28][C:29]1[CH:36]=[C:35]([CH:34]=[CH:33][C:30]=1[C:31]#[N:32])[O:37][C@H:38]1[C:41]([CH3:43])([CH3:42])[C@H:40]([NH:44][C:23]([C:22]2[CH:21]=[CH:20][C:19]([O:18][CH2:17][CH2:16][CH2:15][CH2:14][CH2:13][O:12][CH2:11][CH2:10][CH2:9][NH:8][C:6](=[O:7])[O:5][C:1]([CH3:2])([CH3:3])[CH3:4])=[CH:27][CH:26]=2)=[O:25])[C:39]1([CH3:45])[CH3:46], predict the reactants needed to synthesize it. The reactants are: [C:1]([O:5][C:6]([NH:8][CH2:9][CH2:10][CH2:11][O:12][CH2:13][CH2:14][CH2:15][CH2:16][CH2:17][O:18][C:19]1[CH:27]=[CH:26][C:22]([C:23]([OH:25])=O)=[CH:21][CH:20]=1)=[O:7])([CH3:4])([CH3:3])[CH3:2].[Cl:28][C:29]1[CH:36]=[C:35]([O:37][C@H:38]2[C:41]([CH3:43])([CH3:42])[C@H:40]([NH2:44])[C:39]2([CH3:46])[CH3:45])[CH:34]=[CH:33][C:30]=1[C:31]#[N:32].CCN(C(C)C)C(C)C.CN(C(ON1N=NC2C=CC=CC1=2)=[N+](C)C)C.[B-](F)(F)(F)F.